The task is: Predict the product of the given reaction.. This data is from Forward reaction prediction with 1.9M reactions from USPTO patents (1976-2016). (1) Given the reactants [F:1][C:2]1[CH:28]=[CH:27][C:5]([CH2:6][NH:7][C:8]([C:10]2[C:19]([OH:20])=[C:18]3[C:13]([CH:14]=[CH:15][CH:16]=[N:17]3)=[C:12]([N:21]3[CH2:26][CH2:25]S[CH2:23][CH2:22]3)[N:11]=2)=[O:9])=[CH:4][CH:3]=1.O[O:30][S:31]([O-:33])=O.[K+], predict the reaction product. The product is: [O:30]=[S:31]1(=[O:33])[CH2:25][CH2:26][N:21]([C:12]2[N:11]=[C:10]([C:8]([NH:7][CH2:6][C:5]3[CH:4]=[CH:3][C:2]([F:1])=[CH:28][CH:27]=3)=[O:9])[C:19]([OH:20])=[C:18]3[C:13]=2[CH:14]=[CH:15][CH:16]=[N:17]3)[CH2:22][CH2:23]1. (2) Given the reactants [CH:1]1([CH2:4][CH2:5][NH:6][C:7]([C:9]2[N:10]=[N:11][C:12]([N:15]3[CH2:20][CH2:19][CH:18]([CH2:21][OH:22])[CH2:17][CH2:16]3)=[CH:13][CH:14]=2)=[O:8])[CH2:3][CH2:2]1.O[C:24]1[CH:29]=[CH:28][CH:27]=[CH:26][C:25]=1[C:30]([F:33])([F:32])[F:31].C1(P(C2C=CC=CC=2)C2C=CC=CC=2)C=CC=CC=1.N(C(OCC)=O)=NC(OCC)=O, predict the reaction product. The product is: [CH:1]1([CH2:4][CH2:5][NH:6][C:7]([C:9]2[N:10]=[N:11][C:12]([N:15]3[CH2:20][CH2:19][CH:18]([CH2:21][O:22][C:24]4[CH:29]=[CH:28][CH:27]=[CH:26][C:25]=4[C:30]([F:33])([F:32])[F:31])[CH2:17][CH2:16]3)=[CH:13][CH:14]=2)=[O:8])[CH2:2][CH2:3]1. (3) Given the reactants [N+:1]([C:4]1[NH:8][N:7]=[C:6]([C:9]([OH:11])=O)[CH:5]=1)([O-:3])=[O:2].C(N(CC)CC)C.OC1C2N=NNC=2C=CC=1.[Cl:29][C:30]1[CH:35]=[CH:34][C:33]([CH2:36][CH2:37][NH2:38])=[CH:32][CH:31]=1.CCN=C=NCCCN(C)C, predict the reaction product. The product is: [Cl:29][C:30]1[CH:35]=[CH:34][C:33]([CH2:36][CH2:37][NH:38][C:9]([C:6]2[CH:5]=[C:4]([N+:1]([O-:3])=[O:2])[NH:8][N:7]=2)=[O:11])=[CH:32][CH:31]=1. (4) Given the reactants Cl.[NH2:2][C:3]1[CH:8]=[CH:7][C:6]([C:9]2[C:17]3[C:16]([NH2:18])=[N:15][CH:14]=[N:13][C:12]=3[N:11]([CH:19]3[CH2:28][CH2:27][C:22]4(OCC[O:23]4)[CH2:21][CH2:20]3)[CH:10]=2)=[CH:5][C:4]=1[Cl:29], predict the reaction product. The product is: [NH2:18][C:16]1[C:17]2[C:9]([C:6]3[CH:7]=[CH:8][C:3]([NH2:2])=[C:4]([Cl:29])[CH:5]=3)=[CH:10][N:11]([CH:19]3[CH2:20][CH2:21][C:22](=[O:23])[CH2:27][CH2:28]3)[C:12]=2[N:13]=[CH:14][N:15]=1. (5) Given the reactants [Br-].[CH2:2]([O:4][C:5]([C:7]1[CH:32]=[CH:31][CH:30]=[CH:29][C:8]=1[CH2:9][P+](C1C=CC=CC=1)(C1C=CC=CC=1)C1C=CC=CC=1)=[O:6])[CH3:3].C[Si]([N-][Si](C)(C)C)(C)C.[K+].[C:43]([O:47][C:48]([N:50]1[C@H:54]([CH:55]=O)[CH2:53][O:52][C:51]1([CH3:58])[CH3:57])=[O:49])([CH3:46])([CH3:45])[CH3:44], predict the reaction product. The product is: [C:43]([O:47][C:48]([N:50]1[C@H:54]([CH:55]=[CH:9][C:8]2[CH:29]=[CH:30][CH:31]=[CH:32][C:7]=2[C:5]([O:4][CH2:2][CH3:3])=[O:6])[CH2:53][O:52][C:51]1([CH3:57])[CH3:58])=[O:49])([CH3:46])([CH3:44])[CH3:45]. (6) Given the reactants [CH3:1][NH:2][C:3]([C:5]1[C:10](=[O:11])[C:9](Br)=[C:8]([CH3:13])[N:7]([CH:14]([C:16]2[CH:21]=[CH:20][C:19]([C:22]#[N:23])=[CH:18][CH:17]=2)[CH3:15])[CH:6]=1)=[O:4].[F:24][CH:25]([F:35])[C:26]1[CH:27]=[C:28](B(O)O)[CH:29]=[CH:30][CH:31]=1.C([O-])([O-])=O.[K+].[K+], predict the reaction product. The product is: [CH3:1][NH:2][C:3]([C:5]1[C:10](=[O:11])[C:9]([C:30]2[CH:29]=[CH:28][CH:27]=[C:26]([CH:25]([F:35])[F:24])[CH:31]=2)=[C:8]([CH3:13])[N:7]([CH:14]([C:16]2[CH:21]=[CH:20][C:19]([C:22]#[N:23])=[CH:18][CH:17]=2)[CH3:15])[CH:6]=1)=[O:4]. (7) Given the reactants [CH3:1][O:2][CH2:3][CH2:4][CH2:5][NH:6][S:7]([CH2:10][C:11]1[CH:16]=[CH:15][CH:14]=[C:13]([N+:17]([O-])=O)[CH:12]=1)(=[O:9])=[O:8], predict the reaction product. The product is: [NH2:17][C:13]1[CH:12]=[C:11]([CH2:10][S:7]([NH:6][CH2:5][CH2:4][CH2:3][O:2][CH3:1])(=[O:9])=[O:8])[CH:16]=[CH:15][CH:14]=1.